Predict the reaction yield, written as a fraction of the theoretical maximum amount of product (1.0 means a 100% yield; for example, 0.34 means a 34% yield). From a dataset of Reaction yield outcomes from USPTO patents with 853,638 reactions. (1) The reactants are [Br:1][C:2]1[N:7]=[C:6]([C@:8]([NH:17][S@@:18]([C:20]([CH3:23])([CH3:22])[CH3:21])=[O:19])([CH3:16])[C@@H:9]([F:15])[C:10](OCC)=[O:11])[C:5]([F:24])=[CH:4][CH:3]=1.C(O)C.[BH4-].[Li+].[NH4+].[Cl-]. The catalyst is O1CCCC1. The product is [Br:1][C:2]1[N:7]=[C:6]([C@@:8]([NH:17][S@@:18]([C:20]([CH3:23])([CH3:22])[CH3:21])=[O:19])([C@@H:9]([F:15])[CH2:10][OH:11])[CH3:16])[C:5]([F:24])=[CH:4][CH:3]=1. The yield is 0.980. (2) The reactants are [N:1]1([OH:6])[CH:5]=[CH:4][CH:3]=[N:2]1.CCN(C(C)C)C(C)C.[CH:16]1[CH:21]=[CH:20][C:19]([CH2:22]Br)=[CH:18][CH:17]=1. The catalyst is C(Cl)Cl. The product is [CH2:22]([O:6][N:1]1[CH:5]=[CH:4][CH:3]=[N:2]1)[C:19]1[CH:20]=[CH:21][CH:16]=[CH:17][CH:18]=1. The yield is 0.560.